Task: Predict which catalyst facilitates the given reaction.. Dataset: Catalyst prediction with 721,799 reactions and 888 catalyst types from USPTO (1) Reactant: [F:1][C:2]1[N:7]=[C:6]([NH2:8])[CH:5]=[CH:4][CH:3]=1.[Br:9]N1C(=O)CCC1=O. Product: [Br:9][C:3]1[CH:4]=[CH:5][C:6]([NH2:8])=[N:7][C:2]=1[F:1]. The catalyst class is: 10. (2) Reactant: [CH2:1]([S:3]([C:6]1[CH:7]=[CH:8][C:9]([O:26][C:27]2[C:32]([CH:33]=[CH:34][C:35]3[CH:40]=[CH:39][CH:38]=[CH:37][CH:36]=3)=[CH:31][CH:30]=[CH:29][C:28]=2[CH3:41])=[C:10]([C:12]2[C:13]3[CH:22]=[C:21]([C:23]([OH:25])=[O:24])[NH:20][C:14]=3[C:15](=[O:19])[N:16]([CH3:18])[CH:17]=2)[CH:11]=1)(=[O:5])=[O:4])[CH3:2].F[P-](F)(F)(F)(F)F.[N:49]1(OC(N(C)C)=[N+](C)C)[C:53]2N=CC=C[C:52]=2N=N1.[CH2:66]([NH2:68])[CH3:67].C(N(C(C)C)CC)(C)C. Product: [CH2:53]([NH:49][C:23]([C:21]1[NH:20][C:14]2[C:15](=[O:19])[N:16]([CH3:18])[CH:17]=[C:12]([C:10]3[CH:11]=[C:6]([S:3]([CH2:1][CH3:2])(=[O:4])=[O:5])[CH:7]=[CH:8][C:9]=3[O:26][C:27]3[C:32](/[CH:33]=[CH:34]\[C:35]4[CH:40]=[CH:39][CH:38]=[CH:37][CH:36]=4)=[CH:31][CH:30]=[CH:29][C:28]=3[CH3:41])[C:13]=2[CH:22]=1)=[O:25])[CH3:52].[CH2:66]([NH:68][C:23]([C:21]1[NH:20][C:14]2[C:15](=[O:19])[N:16]([CH3:18])[CH:17]=[C:12]([C:10]3[CH:11]=[C:6]([S:3]([CH2:1][CH3:2])(=[O:4])=[O:5])[CH:7]=[CH:8][C:9]=3[O:26][C:27]3[C:32](/[CH:33]=[CH:34]/[C:35]4[CH:40]=[CH:39][CH:38]=[CH:37][CH:36]=4)=[CH:31][CH:30]=[CH:29][C:28]=3[CH3:41])[C:13]=2[CH:22]=1)=[O:24])[CH3:67]. The catalyst class is: 16. (3) Reactant: [O:1]=[C:2]1[C@@H:8]([NH:9][C:10](=[O:16])[O:11][C:12]([CH3:15])([CH3:14])[CH3:13])[CH2:7][CH2:6][CH2:5][CH2:4][NH:3]1.[Cl:17][C:18]1[CH:19]=[C:20](B(O)O)[CH:21]=[CH:22][CH:23]=1. Product: [Cl:17][C:18]1[CH:23]=[C:22]([N:3]2[CH2:4][CH2:5][CH2:6][CH2:7][C@H:8]([NH:9][C:10](=[O:16])[O:11][C:12]([CH3:13])([CH3:15])[CH3:14])[C:2]2=[O:1])[CH:21]=[CH:20][CH:19]=1. The catalyst class is: 302. (4) Reactant: [F:1][C:2]1[CH:3]=[C:4]([OH:9])[CH:5]=[C:6]([F:8])[CH:7]=1.[O:10]1[CH2:15][CH2:14][CH2:13][CH:12](O)[CH2:11]1.C1(P(C2C=CC=CC=2)C2C=CC=CC=2)C=CC=CC=1.CC(OC(/N=N/C(OC(C)C)=O)=O)C. Product: [F:1][C:2]1[CH:3]=[C:4]([CH:5]=[C:6]([F:8])[CH:7]=1)[O:9][CH:12]1[CH2:13][CH2:14][CH2:15][O:10][CH2:11]1. The catalyst class is: 1. (5) Reactant: [BH4-].[Na+].B(O)(O)O.[C:7]([C:10]1[CH:11]=[CH:12][C:13]([O:25][CH2:26][C:27]2[CH:32]=[CH:31][CH:30]=[CH:29][CH:28]=2)=[C:14]([CH:24]=1)[C:15]([NH:17][C:18]1[CH:19]=[N:20][CH:21]=[CH:22][CH:23]=1)=[O:16])(=[O:9])[CH3:8]. Product: [OH:9][CH:7]([C:10]1[CH:11]=[CH:12][C:13]([O:25][CH2:26][C:27]2[CH:28]=[CH:29][CH:30]=[CH:31][CH:32]=2)=[C:14]([CH:24]=1)[C:15]([NH:17][C:18]1[CH:19]=[N:20][CH:21]=[CH:22][CH:23]=1)=[O:16])[CH3:8]. The catalyst class is: 8. (6) Reactant: [NH:1]1[CH:5]=[CH:4][N:3]=[N:2]1.S(O[CH2:17][CH2:18][C:19]1[CH:24]=[CH:23][C:22]([N:25]2[CH2:30][CH2:29][CH:28]([NH:31][C:32]([O:34][CH2:35][C:36]3[CH:41]=[CH:40][CH:39]=[CH:38][CH:37]=3)=[O:33])[CH2:27][CH2:26]2)=[CH:21][CH:20]=1)(C1C=CC(C)=CC=1)(=O)=O. Product: [N:1]1([CH2:17][CH2:18][C:19]2[CH:20]=[CH:21][C:22]([N:25]3[CH2:26][CH2:27][CH:28]([NH:31][C:32]([O:34][CH2:35][C:36]4[CH:37]=[CH:38][CH:39]=[CH:40][CH:41]=4)=[O:33])[CH2:29][CH2:30]3)=[CH:23][CH:24]=2)[CH:5]=[CH:4][N:3]=[N:2]1. The catalyst class is: 5. (7) Reactant: Br[C:2]1[N:7]=[CH:6][C:5]([C:8]2[N:13]3[N:14]=[C:15]([C:26]4[CH:31]=[CH:30][N:29]=[CH:28][CH:27]=4)[C:16]([C:17]4[CH:22]=[CH:21][C:20]([Cl:23])=[C:19]([O:24][CH3:25])[CH:18]=4)=[C:12]3[N:11]=[CH:10][CH:9]=2)=[CH:4][CH:3]=1.Cl.Cl.[NH2:34][C@@H:35]1[CH:40]2[CH2:41][CH2:42][N:37]([CH2:38][CH2:39]2)[CH2:36]1.CCN(C(C)C)C(C)C. Product: [N:37]12[CH2:42][CH2:41][CH:40]([CH2:39][CH2:38]1)[C@@H:35]([NH:34][C:2]1[N:7]=[CH:6][C:5]([C:8]3[N:13]4[N:14]=[C:15]([C:26]5[CH:27]=[CH:28][N:29]=[CH:30][CH:31]=5)[C:16]([C:17]5[CH:22]=[CH:21][C:20]([Cl:23])=[C:19]([O:24][CH3:25])[CH:18]=5)=[C:12]4[N:11]=[CH:10][CH:9]=3)=[CH:4][CH:3]=1)[CH2:36]2. The catalyst class is: 16. (8) Reactant: [C:1]([NH:8][C@H:9]([C:13]([OH:15])=O)[CH:10]([CH3:12])[CH3:11])([O:3][C:4]([CH3:7])([CH3:6])[CH3:5])=[O:2].Cl.[CH3:17][NH:18][O:19][CH3:20].C(N(CC)CC)C.C(P(=O)(OCC)OCC)#N. Product: [CH3:20][O:19][N:18]([CH3:17])[C:13](=[O:15])[C@H:9]([NH:8][C:1](=[O:2])[O:3][C:4]([CH3:5])([CH3:6])[CH3:7])[CH:10]([CH3:11])[CH3:12]. The catalyst class is: 2. (9) Product: [CH:38]1([C:36]([NH:35][C:33]2[N:34]=[C:29]3[CH:28]=[CH:27][C:26]([O:25][C:24]4[CH:41]=[CH:42][C:43]([CH3:44])=[C:22]([NH:21][C:7]([C:3]5[N:2]([CH3:1])[CH:6]=[CH:5][CH:4]=5)=[O:9])[CH:23]=4)=[N:31][N:30]3[CH:32]=2)=[O:37])[CH2:39][CH2:40]1. The catalyst class is: 722. Reactant: [CH3:1][N:2]1[CH:6]=[CH:5][CH:4]=[C:3]1[C:7]([OH:9])=O.CN(C)C=O.C(Cl)(=O)C(Cl)=O.[NH2:21][C:22]1[CH:23]=[C:24]([CH:41]=[CH:42][C:43]=1[CH3:44])[O:25][C:26]1[CH:27]=[CH:28][C:29]2[N:30]([CH:32]=[C:33]([NH:35][C:36]([CH:38]3[CH2:40][CH2:39]3)=[O:37])[N:34]=2)[N:31]=1. (10) Reactant: [N+:1]([C:4]1[CH:5]=[C:6]([C:10]([N:12]2[CH2:16][CH2:15][CH2:14][CH2:13]2)=[O:11])[CH:7]=[N:8][CH:9]=1)([O-])=O. Product: [NH2:1][C:4]1[CH:5]=[C:6]([C:10]([N:12]2[CH2:16][CH2:15][CH2:14][CH2:13]2)=[O:11])[CH:7]=[N:8][CH:9]=1. The catalyst class is: 19.